This data is from Reaction yield outcomes from USPTO patents with 853,638 reactions. The task is: Predict the reaction yield, written as a fraction of the theoretical maximum amount of product (1.0 means a 100% yield; for example, 0.34 means a 34% yield). The reactants are Cl[C:2]1[N:7]=[CH:6][N:5]=[C:4]([NH2:8])[C:3]=1[C:9]1[O:10][C:11]([CH3:14])=[N:12][N:13]=1.[NH2:15][C@H:16]([C:19]1[N:28]([CH:29]2[CH2:31][CH2:30]2)[C:27](=[O:32])[C:26]2[C:21](=[CH:22][CH:23]=[CH:24][C:25]=2[F:33])[N:20]=1)[CH2:17][CH3:18].CCN(C(C)C)C(C)C.CCOC(C)=O. The catalyst is CCCCO. The product is [NH2:8][C:4]1[N:5]=[CH:6][N:7]=[C:2]([NH:15][C@H:16]([C:19]2[N:28]([CH:29]3[CH2:30][CH2:31]3)[C:27](=[O:32])[C:26]3[C:21](=[CH:22][CH:23]=[CH:24][C:25]=3[F:33])[N:20]=2)[CH2:17][CH3:18])[C:3]=1[C:9]1[O:10][C:11]([CH3:14])=[N:12][N:13]=1. The yield is 0.727.